Dataset: NCI-60 drug combinations with 297,098 pairs across 59 cell lines. Task: Regression. Given two drug SMILES strings and cell line genomic features, predict the synergy score measuring deviation from expected non-interaction effect. (1) Drug 1: CCC1(CC2CC(C3=C(CCN(C2)C1)C4=CC=CC=C4N3)(C5=C(C=C6C(=C5)C78CCN9C7C(C=CC9)(C(C(C8N6C=O)(C(=O)OC)O)OC(=O)C)CC)OC)C(=O)OC)O.OS(=O)(=O)O. Drug 2: C1=CN(C=N1)CC(O)(P(=O)(O)O)P(=O)(O)O. Cell line: HT29. Synergy scores: CSS=1.27, Synergy_ZIP=0.557, Synergy_Bliss=2.15, Synergy_Loewe=2.19, Synergy_HSA=-1.36. (2) Cell line: NCI-H322M. Synergy scores: CSS=45.8, Synergy_ZIP=7.88, Synergy_Bliss=10.9, Synergy_Loewe=9.98, Synergy_HSA=10.1. Drug 1: CN1CCC(CC1)COC2=C(C=C3C(=C2)N=CN=C3NC4=C(C=C(C=C4)Br)F)OC. Drug 2: CC1C(C(=O)NC(C(=O)N2CCCC2C(=O)N(CC(=O)N(C(C(=O)O1)C(C)C)C)C)C(C)C)NC(=O)C3=C4C(=C(C=C3)C)OC5=C(C(=O)C(=C(C5=N4)C(=O)NC6C(OC(=O)C(N(C(=O)CN(C(=O)C7CCCN7C(=O)C(NC6=O)C(C)C)C)C)C(C)C)C)N)C. (3) Drug 1: C1=CC(=CC=C1CCC2=CNC3=C2C(=O)NC(=N3)N)C(=O)NC(CCC(=O)O)C(=O)O. Drug 2: C1=NC(=NC(=O)N1C2C(C(C(O2)CO)O)O)N. Cell line: MALME-3M. Synergy scores: CSS=14.1, Synergy_ZIP=-2.65, Synergy_Bliss=5.97, Synergy_Loewe=0.413, Synergy_HSA=2.62. (4) Drug 1: CC12CCC(CC1=CCC3C2CCC4(C3CC=C4C5=CN=CC=C5)C)O. Drug 2: CS(=O)(=O)C1=CC(=C(C=C1)C(=O)NC2=CC(=C(C=C2)Cl)C3=CC=CC=N3)Cl. Cell line: NCI/ADR-RES. Synergy scores: CSS=11.0, Synergy_ZIP=-4.36, Synergy_Bliss=-1.81, Synergy_Loewe=-5.45, Synergy_HSA=-1.08. (5) Drug 1: C1CC(=O)NC(=O)C1N2CC3=C(C2=O)C=CC=C3N. Drug 2: CC=C1C(=O)NC(C(=O)OC2CC(=O)NC(C(=O)NC(CSSCCC=C2)C(=O)N1)C(C)C)C(C)C. Cell line: EKVX. Synergy scores: CSS=58.4, Synergy_ZIP=19.0, Synergy_Bliss=19.0, Synergy_Loewe=-14.5, Synergy_HSA=22.0. (6) Drug 1: CC12CCC(CC1=CCC3C2CCC4(C3CC=C4C5=CN=CC=C5)C)O. Drug 2: C1CN(P(=O)(OC1)NCCCl)CCCl. Cell line: PC-3. Synergy scores: CSS=1.87, Synergy_ZIP=1.22, Synergy_Bliss=2.85, Synergy_Loewe=0.193, Synergy_HSA=2.88. (7) Drug 1: COC1=CC(=CC(=C1O)OC)C2C3C(COC3=O)C(C4=CC5=C(C=C24)OCO5)OC6C(C(C7C(O6)COC(O7)C8=CC=CS8)O)O. Drug 2: CCN(CC)CCCC(C)NC1=C2C=C(C=CC2=NC3=C1C=CC(=C3)Cl)OC. Cell line: UACC-257. Synergy scores: CSS=9.09, Synergy_ZIP=-4.21, Synergy_Bliss=-3.38, Synergy_Loewe=-12.6, Synergy_HSA=-3.05. (8) Drug 1: CC(CN1CC(=O)NC(=O)C1)N2CC(=O)NC(=O)C2. Drug 2: CCN(CC)CCCC(C)NC1=C2C=C(C=CC2=NC3=C1C=CC(=C3)Cl)OC. Cell line: NCI-H226. Synergy scores: CSS=21.2, Synergy_ZIP=-7.30, Synergy_Bliss=-1.85, Synergy_Loewe=-3.20, Synergy_HSA=-0.806. (9) Cell line: SR. Drug 1: C1=CC=C(C(=C1)C(C2=CC=C(C=C2)Cl)C(Cl)Cl)Cl. Drug 2: N.N.Cl[Pt+2]Cl. Synergy scores: CSS=53.3, Synergy_ZIP=0.998, Synergy_Bliss=0.743, Synergy_Loewe=-24.5, Synergy_HSA=0.727.